Predict the reactants needed to synthesize the given product. From a dataset of Full USPTO retrosynthesis dataset with 1.9M reactions from patents (1976-2016). (1) The reactants are: [F:1][C:2]([F:32])([F:31])[C:3]1[CH:4]=[C:5]([C@H:13]([C@@H:15]2[CH2:19][CH2:18][C@@H:17]([C:20]3[CH:25]=[C:24]([C:26]([F:29])([F:28])[F:27])[CH:23]=[CH:22][C:21]=3[Cl:30])[NH:16]2)[NH2:14])[CH:6]=[C:7]([C:9]([F:12])([F:11])[F:10])[CH:8]=1.[S:33](=[O:37])(=[O:36])(N)N. Given the product [F:32][C:2]([F:1])([F:31])[C:3]1[CH:4]=[C:5]([C@H:13]2[NH:14][S:33](=[O:37])(=[O:36])[N:16]3[C@H:17]([C:20]4[CH:25]=[C:24]([C:26]([F:27])([F:28])[F:29])[CH:23]=[CH:22][C:21]=4[Cl:30])[CH2:18][CH2:19][C@@H:15]23)[CH:6]=[C:7]([C:9]([F:11])([F:10])[F:12])[CH:8]=1, predict the reactants needed to synthesize it. (2) Given the product [CH2:12]([C:11]1[C:10]2[CH:14]=[CH:15][CH:16]=[CH:17][C:9]=2[O:8][C:7]=1[CH:2]([NH:18][C:19]1[CH:20]=[CH:21][C:22]([C:25]([N:27]([CH3:35])[CH2:28][CH2:29][C:30]([OH:32])=[O:31])=[O:26])=[CH:23][CH:24]=1)[CH2:3][CH:4]([CH3:6])[CH3:5])[CH3:13], predict the reactants needed to synthesize it. The reactants are: Cl[CH:2]([C:7]1[O:8][C:9]2[CH:17]=[CH:16][CH:15]=[CH:14][C:10]=2[C:11]=1[CH2:12][CH3:13])[CH2:3][CH:4]([CH3:6])[CH3:5].[NH2:18][C:19]1[CH:24]=[CH:23][C:22]([C:25]([N:27]([CH3:35])[CH2:28][CH2:29][C:30]([O:32]CC)=[O:31])=[O:26])=[CH:21][CH:20]=1.